This data is from Full USPTO retrosynthesis dataset with 1.9M reactions from patents (1976-2016). The task is: Predict the reactants needed to synthesize the given product. (1) Given the product [C:33]1([C:36]2[CH:37]=[CH:38][CH:39]=[CH:40][CH:41]=2)[CH:34]=[CH:35][C:30]([C:28]2[O:29][C:25]([CH3:24])=[C:26]([CH2:42][CH2:43][O:13][C:10]3[CH:11]=[CH:12][C:7]([CH2:6][C:5]([O:15][C:16]4[CH:21]=[CH:20][CH:19]=[C:18]([F:22])[CH:17]=4)([CH3:14])[C:4]([OH:3])=[O:23])=[CH:8][CH:9]=3)[N:27]=2)=[CH:31][CH:32]=1, predict the reactants needed to synthesize it. The reactants are: C([O:3][C:4](=[O:23])[C:5]([O:15][C:16]1[CH:21]=[CH:20][CH:19]=[C:18]([F:22])[CH:17]=1)([CH3:14])[CH2:6][C:7]1[CH:12]=[CH:11][C:10]([OH:13])=[CH:9][CH:8]=1)C.[CH3:24][C:25]1[O:29][C:28]([C:30]2[CH:35]=[CH:34][C:33]([C:36]3[CH:41]=[CH:40][CH:39]=[CH:38][CH:37]=3)=[CH:32][CH:31]=2)=[N:27][C:26]=1[CH2:42][CH2:43]OS(C1C=CC(C)=CC=1)(=O)=O.C([O-])([O-])=O.[K+].[K+].[OH-].[Na+]. (2) Given the product [CH2:53]([O:52][C:51]1[C:50](=[O:60])[N:49]=[C:48]([CH2:61][C:62]2([C:67]3[C:76]4[C:71](=[CH:72][CH:73]=[CH:74][CH:75]=4)[CH:70]=[CH:69][CH:68]=3)[CH2:66][CH2:65][CH2:64][CH2:63]2)[N:47]2[CH2:41][CH2:42][N:43]([CH:77]3[CH2:78][CH2:79][O:80][CH2:81][CH2:82]3)[C:44](=[O:45])[C:46]=12)[C:54]1[CH:55]=[CH:56][CH:57]=[CH:58][CH:59]=1, predict the reactants needed to synthesize it. The reactants are: C(OC1C(=O)N=C(CC2(C3C4C(=CC=CC=4)C=CC=3)CCCC2)N2CCN(C3CC3)C(=O)C=12)C1C=CC=CC=1.O[CH2:41][CH2:42][N:43]([CH:77]1[CH2:82][CH2:81][O:80][CH2:79][CH2:78]1)[C:44]([C:46]1[C:51]([O:52][CH2:53][C:54]2[CH:59]=[CH:58][CH:57]=[CH:56][CH:55]=2)=[C:50]([OH:60])[N:49]=[C:48]([CH2:61][C:62]2([C:67]3[C:76]4[C:71](=[CH:72][CH:73]=[CH:74][CH:75]=4)[CH:70]=[CH:69][CH:68]=3)[CH2:66][CH2:65][CH2:64][CH2:63]2)[N:47]=1)=[O:45]. (3) The reactants are: Br[C:2]1[CH:7]=[CH:6][CH:5]=[CH:4][C:3]=1[CH2:8][C:9]([OH:11])=[O:10].[CH3:12][C:13]1[CH:14]=[C:15]([CH:17]=[C:18]([CH3:20])[CH:19]=1)[NH2:16]. Given the product [CH3:12][C:13]1[CH:14]=[C:15]([NH:16][C:2]2[CH:7]=[CH:6][CH:5]=[CH:4][C:3]=2[CH2:8][C:9]([OH:11])=[O:10])[CH:17]=[C:18]([CH3:20])[CH:19]=1, predict the reactants needed to synthesize it. (4) Given the product [C:14]([O:18][C:19]([NH:20][C:21]1([C:24]2[CH:29]=[CH:28][C:27]([C:1]([OH:3])=[O:2])=[CH:26][N:25]=2)[CH2:23][CH2:22]1)=[O:31])([CH3:17])([CH3:16])[CH3:15], predict the reactants needed to synthesize it. The reactants are: [CH:1]([O-:3])=[O:2].[Na+].CCN(C(C)C)C(C)C.[C:14]([O:18][C:19](=[O:31])[NH:20][C:21]1([C:24]2[CH:29]=[CH:28][C:27](I)=[CH:26][N:25]=2)[CH2:23][CH2:22]1)([CH3:17])([CH3:16])[CH3:15].[Li+].[Cl-]. (5) The reactants are: [CH3:1][C:2]1[CH:7]=[CH:6][C:5]([C:8]2[NH:12][N:11]=[N:10][N:9]=2)=[CH:4][CH:3]=1.C([O-])([O-])=O.[K+].[K+].[CH2:19]([O:26][C:27](=[O:30])[CH2:28]Br)[C:20]1[CH:25]=[CH:24][CH:23]=[CH:22][CH:21]=1. Given the product [CH2:19]([O:26][C:27](=[O:30])[CH2:28][N:12]1[C:8]([C:5]2[CH:4]=[CH:3][C:2]([CH3:1])=[CH:7][CH:6]=2)=[N:9][N:10]=[N:11]1)[C:20]1[CH:25]=[CH:24][CH:23]=[CH:22][CH:21]=1, predict the reactants needed to synthesize it. (6) Given the product [OH:3][CH2:4][CH2:5][C:6]1([CH2:1][CH2:2][CH2:32][C:33]([O:35][CH3:36])=[O:34])[CH2:11][CH2:10][CH2:9][CH2:8][CH2:7]1, predict the reactants needed to synthesize it. The reactants are: [CH2:1]1[C:6]2([CH2:11][CH2:10][CH2:9][CH2:8][CH2:7]2)[CH2:5][CH2:4][O:3][CH:2]1O.C1(P(=[CH:32][C:33]([O:35][CH3:36])=[O:34])(C2C=CC=CC=2)C2C=CC=CC=2)C=CC=CC=1. (7) The reactants are: Br[C:2]1[CH:19]=[CH:18][C:5]2[CH2:6][N:7]([C:11]([O:13][C:14]([CH3:17])([CH3:16])[CH3:15])=[O:12])[CH2:8][CH2:9][O:10][C:4]=2[CH:3]=1.[CH3:20][C@H:21]1[O:26][C@@H:25]([CH3:27])[CH2:24][NH:23][CH2:22]1.CC(C)([O-])C.[Na+].O1CCOCC1. Given the product [CH3:27][C@H:25]1[O:26][C@@H:21]([CH3:20])[CH2:22][N:23]([C:2]2[CH:19]=[CH:18][C:5]3[CH2:6][N:7]([C:11]([O:13][C:14]([CH3:17])([CH3:16])[CH3:15])=[O:12])[CH2:8][CH2:9][O:10][C:4]=3[CH:3]=2)[CH2:24]1, predict the reactants needed to synthesize it. (8) Given the product [CH3:9][C:4]1[CH:3]=[C:16]([C:15](=[O:17])[CH3:20])[CH:7]=[C:6]([CH3:8])[CH:5]=1, predict the reactants needed to synthesize it. The reactants are: BrC1[CH:7]=[C:6]([CH3:8])[CH:5]=[C:4]([CH3:9])[CH:3]=1.II.CON(C)[C:15](=[O:17])[CH3:16].O1CCC[CH2:20]1.